Dataset: Peptide-MHC class I binding affinity with 185,985 pairs from IEDB/IMGT. Task: Regression. Given a peptide amino acid sequence and an MHC pseudo amino acid sequence, predict their binding affinity value. This is MHC class I binding data. (1) The binding affinity (normalized) is 1.00. The MHC is HLA-A02:11 with pseudo-sequence HLA-A02:11. The peptide sequence is FIIDNFGSV. (2) The peptide sequence is RMMGKNIFY. The MHC is HLA-B58:01 with pseudo-sequence HLA-B58:01. The binding affinity (normalized) is 0.469. (3) The peptide sequence is STEIGLLVG. The MHC is HLA-B40:01 with pseudo-sequence HLA-B40:01. The binding affinity (normalized) is 0.0847. (4) The peptide sequence is LFSKNILKYY. The MHC is HLA-A68:01 with pseudo-sequence HLA-A68:01. The binding affinity (normalized) is 0.0473. (5) The peptide sequence is DIRQDVIAM. The MHC is HLA-B27:05 with pseudo-sequence HLA-B27:05. The binding affinity (normalized) is 0.0847. (6) The peptide sequence is YAAEMVEYL. The MHC is HLA-A02:06 with pseudo-sequence HLA-A02:06. The binding affinity (normalized) is 0.772.